This data is from Full USPTO retrosynthesis dataset with 1.9M reactions from patents (1976-2016). The task is: Predict the reactants needed to synthesize the given product. (1) Given the product [C:43]1([NH:42][C:8]([C:4]2[CH:3]=[C:2]([Br:1])[CH:7]=[CH:6][N:5]=2)=[O:10])[CH:48]=[CH:47][CH:46]=[CH:45][CH:44]=1, predict the reactants needed to synthesize it. The reactants are: [Br:1][C:2]1[CH:7]=[CH:6][N:5]=[C:4]([C:8]([OH:10])=O)[CH:3]=1.CN1CCOCC1.F[P-](F)(F)(F)(F)F.N1(OC(N(C)C)=[N+](C)C)C2N=CC=CC=2N=N1.[NH2:42][C:43]1[CH:48]=[CH:47][CH:46]=[CH:45][CH:44]=1. (2) The reactants are: C([O:4][C:5]1[CH:10]=[CH:9][CH:8]=[CH:7][C:6]=1[C:11]1([CH3:18])[C:15](=[O:16])[NH:14][C:13](=[O:17])[NH:12]1)(=O)C.Br[CH2:20][C:21]([C:23]1[CH:28]=[CH:27][CH:26]=[CH:25][CH:24]=1)=[O:22]. Given the product [OH:4][C:5]1[CH:10]=[CH:9][CH:8]=[CH:7][C:6]=1[C:11]1([CH3:18])[NH:12][C:13](=[O:17])[N:14]([CH2:20][C:21](=[O:22])[C:23]2[CH:28]=[CH:27][CH:26]=[CH:25][CH:24]=2)[C:15]1=[O:16], predict the reactants needed to synthesize it.